Dataset: Full USPTO retrosynthesis dataset with 1.9M reactions from patents (1976-2016). Task: Predict the reactants needed to synthesize the given product. (1) Given the product [CH:11]1([O:15][C:16]2[CH:17]=[C:18]([N:24]3[CH2:29][CH2:28][N:27]([C:7](=[O:9])[CH2:6][C:4]4[CH:5]=[N:1][NH:2][CH:3]=4)[C@@H:26]([CH2:30][C:31]4[CH:32]=[CH:33][C:34]([F:37])=[CH:35][CH:36]=4)[CH2:25]3)[CH:19]=[CH:20][C:21]=2[O:22][CH3:23])[CH2:12][CH2:13][CH2:14]1, predict the reactants needed to synthesize it. The reactants are: [NH:1]1[CH:5]=[C:4]([CH2:6][C:7]([O:9]C)=O)[CH:3]=[N:2]1.[CH:11]1([O:15][C:16]2[CH:17]=[C:18]([N:24]3[CH2:29][CH2:28][NH:27][C@@H:26]([CH2:30][C:31]4[CH:36]=[CH:35][C:34]([F:37])=[CH:33][CH:32]=4)[CH2:25]3)[CH:19]=[CH:20][C:21]=2[O:22][CH3:23])[CH2:14][CH2:13][CH2:12]1. (2) Given the product [CH2:1]([O:3][C:4]1[C:24]([CH2:25][CH3:26])=[CH:23][C:7]2[NH:8][C:9]([C:11]3[C:15]([NH:16][C:37]([CH:34]4[CH2:36][CH2:35]4)=[O:38])=[CH:14][N:13]([CH:17]4[CH2:22][CH2:21][CH2:20][CH2:19][O:18]4)[N:12]=3)=[N:10][C:6]=2[CH:5]=1)[CH3:2], predict the reactants needed to synthesize it. The reactants are: [CH2:1]([O:3][C:4]1[C:24]([CH2:25][CH3:26])=[CH:23][C:7]2[NH:8][C:9]([C:11]3[C:15]([NH2:16])=[CH:14][N:13]([CH:17]4[CH2:22][CH2:21][CH2:20][CH2:19][O:18]4)[N:12]=3)=[N:10][C:6]=2[CH:5]=1)[CH3:2].C(N(CC)CC)C.[CH:34]1([C:37](Cl)=[O:38])[CH2:36][CH2:35]1. (3) Given the product [Br:12][C:7]1[CH:8]=[CH:9][CH:10]=[C:11]2[C:6]=1[CH:5]=[CH:4][N:3]=[C:2]2[NH:21][C:20]1[CH:22]=[CH:23][CH:24]=[C:18]([N:13]2[CH:17]=[CH:16][N:15]=[CH:14]2)[CH:19]=1, predict the reactants needed to synthesize it. The reactants are: Cl[C:2]1[C:11]2[C:6](=[C:7]([Br:12])[CH:8]=[CH:9][CH:10]=2)[CH:5]=[CH:4][N:3]=1.[N:13]1([C:18]2[CH:19]=[C:20]([CH:22]=[CH:23][CH:24]=2)[NH2:21])[CH:17]=[CH:16][N:15]=[CH:14]1.C(=O)([O-])[O-].[K+].[K+]. (4) Given the product [Br:1][CH2:2][C@@H:3]([C:5]1[CH:14]=[CH:13][C:12]([O:15][CH2:16][C:17]2[CH:18]=[CH:19][C:20]([O:23][CH3:24])=[CH:21][CH:22]=2)=[C:11]2[C:6]=1[CH:7]=[CH:8][C:9](=[O:25])[NH:10]2)[OH:4], predict the reactants needed to synthesize it. The reactants are: [Br:1][CH2:2][C:3]([C:5]1[CH:14]=[CH:13][C:12]([O:15][CH2:16][C:17]2[CH:22]=[CH:21][C:20]([O:23][CH3:24])=[CH:19][CH:18]=2)=[C:11]2[C:6]=1[CH:7]=[CH:8][C:9](=[O:25])[NH:10]2)=[O:4].CO. (5) Given the product [Cl:11][C:12]1[C:17]([NH:18][S:19]([C:22]2[CH:27]=[CH:26][C:25]([F:28])=[CH:24][CH:23]=2)(=[O:21])=[O:20])=[CH:16][C:15]([C:2]2[N:6]3[CH:7]=[CH:8][CH:9]=[N:10][C:5]3=[N:4][CH:3]=2)=[CH:14][N:13]=1, predict the reactants needed to synthesize it. The reactants are: Br[C:2]1[N:6]2[CH:7]=[CH:8][CH:9]=[N:10][C:5]2=[N:4][CH:3]=1.[Cl:11][C:12]1[C:17]([NH:18][S:19]([C:22]2[CH:27]=[CH:26][C:25]([F:28])=[CH:24][CH:23]=2)(=[O:21])=[O:20])=[CH:16][C:15](B2OC(C)(C)C(C)(C)O2)=[CH:14][N:13]=1.C(=O)([O-])[O-].[Na+].[Na+].O1CCOCC1. (6) The reactants are: [CH:1]([N:3]1[CH2:9][C:8]2[CH:10]=[CH:11][C:12]([C:14](OC)=[O:15])=[CH:13][C:7]=2[O:6][C@@H:5]([C:18]2[CH:23]=[CH:22][CH:21]=[CH:20][CH:19]=2)[CH2:4]1)=[O:2].[OH-:24].[Na+].[NH2:26]O. Given the product [CH:1]([N:3]1[CH2:9][C:8]2[CH:10]=[CH:11][C:12]([C:14]([NH:26][OH:24])=[O:15])=[CH:13][C:7]=2[O:6][C@@H:5]([C:18]2[CH:23]=[CH:22][CH:21]=[CH:20][CH:19]=2)[CH2:4]1)=[O:2], predict the reactants needed to synthesize it.